Dataset: Catalyst prediction with 721,799 reactions and 888 catalyst types from USPTO. Task: Predict which catalyst facilitates the given reaction. (1) Reactant: [F:1][C:2]1[CH:14]=[CH:13][C:5]([C:6]([O:8][C:9]([CH3:12])([CH3:11])[CH3:10])=[O:7])=[CH:4][C:3]=1[CH2:15][NH:16][CH2:17][C:18]1[CH:23]=[CH:22][CH:21]=[CH:20][CH:19]=1.[CH2:24]([O:31][C:32]([NH:34][C@@H:35]([C:38](O)=[O:39])[CH2:36][OH:37])=[O:33])[C:25]1[CH:30]=[CH:29][CH:28]=[CH:27][CH:26]=1.C1C=CC2N(O)N=NC=2C=1.O.CCN(CC)CC.CCN=C=NCCCN(C)C.Cl. Product: [F:1][C:2]1[CH:14]=[CH:13][C:5]([C:6]([O:8][C:9]([CH3:12])([CH3:11])[CH3:10])=[O:7])=[CH:4][C:3]=1[CH2:15][N:16]([C:36](=[O:37])[C@@H:35]([CH2:38][OH:39])[NH:34][C:32]([O:31][CH2:24][C:25]1[CH:30]=[CH:29][CH:28]=[CH:27][CH:26]=1)=[O:33])[CH2:17][C:18]1[CH:19]=[CH:20][CH:21]=[CH:22][CH:23]=1. The catalyst class is: 85. (2) Reactant: C[O:2][C:3]1[CH:8]=[CH:7][C:6]([CH2:9][CH2:10][CH2:11][CH:12]2[CH2:16][N:15]([CH2:17][C:18]3[CH:23]=[CH:22][C:21]([C:24]([F:27])([F:26])[F:25])=[CH:20][CH:19]=3)[C:14](=[O:28])[N:13]2[CH3:29])=[CH:5][CH:4]=1.B(Br)(Br)Br. Product: [OH:2][C:3]1[CH:8]=[CH:7][C:6]([CH2:9][CH2:10][CH2:11][CH:12]2[CH2:16][N:15]([CH2:17][C:18]3[CH:23]=[CH:22][C:21]([C:24]([F:27])([F:26])[F:25])=[CH:20][CH:19]=3)[C:14](=[O:28])[N:13]2[CH3:29])=[CH:5][CH:4]=1. The catalyst class is: 34. (3) Reactant: [N:1]1[C:9]2[C:4](=[N:5][CH:6]=[CH:7][CH:8]=2)[N:3]([CH2:10][C:11]([OH:13])=O)[CH:2]=1.CN1CCOCC1.O.ON1C2C=CC=CC=2N=N1.C(Cl)CCl.[C:36]([C:40]1[CH:41]=[C:42]([C:50]2[N:55]=[C:54]([N:56]3[CH2:61][CH2:60][NH:59][CH2:58][CH2:57]3)[CH:53]=[CH:52][CH:51]=2)[CH:43]=[C:44]([C:46]([CH3:49])([CH3:48])[CH3:47])[CH:45]=1)([CH3:39])([CH3:38])[CH3:37]. Product: [C:46]([C:44]1[CH:43]=[C:42]([C:50]2[N:55]=[C:54]([N:56]3[CH2:57][CH2:58][N:59]([C:11](=[O:13])[CH2:10][N:3]4[C:4]5=[N:5][CH:6]=[CH:7][CH:8]=[C:9]5[N:1]=[CH:2]4)[CH2:60][CH2:61]3)[CH:53]=[CH:52][CH:51]=2)[CH:41]=[C:40]([C:36]([CH3:39])([CH3:38])[CH3:37])[CH:45]=1)([CH3:47])([CH3:48])[CH3:49]. The catalyst class is: 3. (4) Reactant: [NH2:1][C:2]1[CH:10]=[CH:9][CH:8]=[C:7]([Cl:11])[C:3]=1[C:4]([OH:6])=[O:5].[CH2:12]=O.C[O-].[Na+].[BH4-].[Na+]. Product: [ClH:11].[Cl:11][C:7]1[CH:8]=[CH:9][CH:10]=[C:2]([NH:1][CH3:12])[C:3]=1[C:4]([OH:6])=[O:5]. The catalyst class is: 5. (5) Reactant: P(Br)(Br)[Br:2].O[CH2:6][C:7]1[CH:8]=[C:9]([CH:14]=[C:15]([CH3:17])[CH:16]=1)[C:10]([O:12][CH3:13])=[O:11].C(=O)(O)[O-].[Na+]. Product: [Br:2][CH2:6][C:7]1[CH:8]=[C:9]([CH:14]=[C:15]([CH3:17])[CH:16]=1)[C:10]([O:12][CH3:13])=[O:11]. The catalyst class is: 22. (6) Reactant: [C:1]([CH2:3][CH2:4][NH:5][C:6]([CH3:11])([C:8]([OH:10])=[O:9])[CH3:7])#[N:2].O.O.O.O.O.[OH-].C[N+](C)(C)C.[CH3:23][C:24]([O:27][C:28](O[C:28]([O:27][C:24]([CH3:26])([CH3:25])[CH3:23])=[O:29])=[O:29])([CH3:26])[CH3:25]. Product: [C:24]([O:27][C:28]([N:5]([CH2:4][CH2:3][C:1]#[N:2])[C:6]([CH3:11])([C:8]([OH:10])=[O:9])[CH3:7])=[O:29])([CH3:26])([CH3:25])[CH3:23]. The catalyst class is: 10. (7) Reactant: [Br:1][C:2]1[CH:3]=[C:4]([CH2:9][C:10]([O:12][CH2:13][CH3:14])=[O:11])[CH:5]=[CH:6][C:7]=1[OH:8].C(=O)([O-])[O-].[K+].[K+]. The catalyst class is: 8. Product: [CH2:9]([O:8][C:7]1[CH:6]=[CH:5][C:4]([CH2:9][C:10]([O:12][CH2:13][CH3:14])=[O:11])=[CH:3][C:2]=1[Br:1])[C:4]1[CH:5]=[CH:6][CH:7]=[CH:2][CH:3]=1. (8) Reactant: C([O:5][C:6](=[O:37])[C@@H:7]([NH:11][C:12](=[O:36])[C:13]1[CH:18]=[CH:17][C:16]([S:19](=[O:35])(=[O:34])[NH:20][C:21]2[CH:26]=[CH:25][CH:24]=[CH:23][C:22]=2[O:27][C:28]2[CH:33]=[CH:32][CH:31]=[CH:30][CH:29]=2)=[CH:15][CH:14]=1)[CH:8]([CH3:10])[CH3:9])(C)(C)C. Product: [CH3:9][CH:8]([CH3:10])[C@H:7]([NH:11][C:12](=[O:36])[C:13]1[CH:14]=[CH:15][C:16]([S:19](=[O:34])(=[O:35])[NH:20][C:21]2[CH:26]=[CH:25][CH:24]=[CH:23][C:22]=2[O:27][C:28]2[CH:29]=[CH:30][CH:31]=[CH:32][CH:33]=2)=[CH:17][CH:18]=1)[C:6]([OH:37])=[O:5]. The catalyst class is: 4.